Dataset: Reaction yield outcomes from USPTO patents with 853,638 reactions. Task: Predict the reaction yield, written as a fraction of the theoretical maximum amount of product (1.0 means a 100% yield; for example, 0.34 means a 34% yield). (1) The reactants are C(OC([N:8]1[CH:12]=[C:11]([CH2:13][CH2:14][O:15][C:16]2[CH:25]=[CH:24][C:23]3[C:22](=[O:26])[CH2:21][CH2:20][CH2:19][C:18]=3[CH:17]=2)[N:10]=[CH:9]1)=O)(C)(C)C.[OH-:27].[K+]. The catalyst is CCO. The product is [O:27]1[CH:18]=[CH:17][CH:16]=[C:25]1[CH:24]=[C:21]1[CH2:20][CH2:19][C:18]2[C:23](=[CH:24][CH:25]=[C:16]([O:15][CH2:14][CH2:13][C:11]3[N:10]=[CH:9][NH:8][CH:12]=3)[CH:17]=2)[C:22]1=[O:26]. The yield is 0.760. (2) The reactants are [NH:1]([C:17]([O:19][C:20]([CH3:23])([CH3:22])[CH3:21])=[O:18])[C@H:2]([C:14]([OH:16])=[O:15])[CH2:3][C:4](=[O:13])[O:5][CH2:6][C:7]1[CH:12]=[CH:11][CH:10]=[CH:9][CH:8]=1.[C:24]([O-])([O-])=O.[K+].[K+].CI. The catalyst is CN(C=O)C. The product is [NH:1]([C:17]([O:19][C:20]([CH3:23])([CH3:22])[CH3:21])=[O:18])[C@H:2]([C:14]([O:16][CH3:24])=[O:15])[CH2:3][C:4](=[O:13])[O:5][CH2:6][C:7]1[CH:12]=[CH:11][CH:10]=[CH:9][CH:8]=1. The yield is 0.980. (3) The reactants are C(O)[C:2]1[CH:7]=[CH:6]C=CC=1.[CH:9]1[CH:10]=[CH:11][NH+:12]=[CH:13][CH:14]=1.[O-:15][Cr](Cl)(=O)=O.C([O:22][CH2:23]C)C. The catalyst is C(Cl)Cl. The product is [NH2:12][C@H:11]([C:23]([OH:22])=[O:15])[CH2:10][C:9]1[CH:6]=[CH:7][CH:2]=[CH:13][CH:14]=1. The yield is 0.690.